The task is: Regression. Given two drug SMILES strings and cell line genomic features, predict the synergy score measuring deviation from expected non-interaction effect.. This data is from NCI-60 drug combinations with 297,098 pairs across 59 cell lines. (1) Drug 2: B(C(CC(C)C)NC(=O)C(CC1=CC=CC=C1)NC(=O)C2=NC=CN=C2)(O)O. Drug 1: C1=CC(=CC=C1CCCC(=O)O)N(CCCl)CCCl. Synergy scores: CSS=4.08, Synergy_ZIP=-6.22, Synergy_Bliss=-5.13, Synergy_Loewe=-6.47, Synergy_HSA=-4.58. Cell line: OVCAR3. (2) Drug 1: CC1CCC2CC(C(=CC=CC=CC(CC(C(=O)C(C(C(=CC(C(=O)CC(OC(=O)C3CCCCN3C(=O)C(=O)C1(O2)O)C(C)CC4CCC(C(C4)OC)OCCO)C)C)O)OC)C)C)C)OC. Drug 2: CC(C)CN1C=NC2=C1C3=CC=CC=C3N=C2N. Cell line: HL-60(TB). Synergy scores: CSS=20.3, Synergy_ZIP=1.33, Synergy_Bliss=1.56, Synergy_Loewe=5.08, Synergy_HSA=0.171. (3) Drug 1: C1=CN(C(=O)N=C1N)C2C(C(C(O2)CO)O)O.Cl. Drug 2: CCC1(CC2CC(C3=C(CCN(C2)C1)C4=CC=CC=C4N3)(C5=C(C=C6C(=C5)C78CCN9C7C(C=CC9)(C(C(C8N6C=O)(C(=O)OC)O)OC(=O)C)CC)OC)C(=O)OC)O.OS(=O)(=O)O. Cell line: OVCAR-5. Synergy scores: CSS=48.8, Synergy_ZIP=-1.90, Synergy_Bliss=-2.69, Synergy_Loewe=-0.0921, Synergy_HSA=0.116. (4) Drug 1: C1=CC(=CC=C1CCCC(=O)O)N(CCCl)CCCl. Drug 2: C1C(C(OC1N2C=NC(=NC2=O)N)CO)O. Cell line: SK-MEL-28. Synergy scores: CSS=13.0, Synergy_ZIP=-2.51, Synergy_Bliss=-1.19, Synergy_Loewe=-3.21, Synergy_HSA=-2.99. (5) Drug 1: C1=NC(=NC(=O)N1C2C(C(C(O2)CO)O)O)N. Drug 2: CC12CCC3C(C1CCC2O)C(CC4=C3C=CC(=C4)O)CCCCCCCCCS(=O)CCCC(C(F)(F)F)(F)F. Cell line: DU-145. Synergy scores: CSS=7.06, Synergy_ZIP=-0.547, Synergy_Bliss=4.59, Synergy_Loewe=2.26, Synergy_HSA=2.57.